This data is from NCI-60 drug combinations with 297,098 pairs across 59 cell lines. The task is: Regression. Given two drug SMILES strings and cell line genomic features, predict the synergy score measuring deviation from expected non-interaction effect. (1) Drug 1: C1CNP(=O)(OC1)N(CCCl)CCCl. Drug 2: C1C(C(OC1N2C=NC(=NC2=O)N)CO)O. Cell line: NCI/ADR-RES. Synergy scores: CSS=-3.65, Synergy_ZIP=4.38, Synergy_Bliss=4.34, Synergy_Loewe=-1.13, Synergy_HSA=-1.94. (2) Drug 1: CC1=C(C=C(C=C1)NC2=NC=CC(=N2)N(C)C3=CC4=NN(C(=C4C=C3)C)C)S(=O)(=O)N.Cl. Drug 2: CC(C)NC(=O)C1=CC=C(C=C1)CNNC.Cl. Cell line: SR. Synergy scores: CSS=7.58, Synergy_ZIP=-3.28, Synergy_Bliss=-6.90, Synergy_Loewe=-4.92, Synergy_HSA=-5.29. (3) Drug 1: CC1C(C(CC(O1)OC2CC(CC3=C2C(=C4C(=C3O)C(=O)C5=C(C4=O)C(=CC=C5)OC)O)(C(=O)C)O)N)O.Cl. Drug 2: CC1=C(C(CCC1)(C)C)C=CC(=CC=CC(=CC(=O)O)C)C. Cell line: HL-60(TB). Synergy scores: CSS=16.0, Synergy_ZIP=-21.6, Synergy_Bliss=-27.8, Synergy_Loewe=-27.2, Synergy_HSA=-25.8. (4) Synergy scores: CSS=42.7, Synergy_ZIP=0.134, Synergy_Bliss=0.00106, Synergy_Loewe=-11.8, Synergy_HSA=-0.502. Drug 2: CCCCC(=O)OCC(=O)C1(CC(C2=C(C1)C(=C3C(=C2O)C(=O)C4=C(C3=O)C=CC=C4OC)O)OC5CC(C(C(O5)C)O)NC(=O)C(F)(F)F)O. Drug 1: C1=NC(=NC(=O)N1C2C(C(C(O2)CO)O)O)N. Cell line: T-47D.